This data is from Reaction yield outcomes from USPTO patents with 853,638 reactions. The task is: Predict the reaction yield, written as a fraction of the theoretical maximum amount of product (1.0 means a 100% yield; for example, 0.34 means a 34% yield). (1) The product is [CH:54]1[C:55]2[CH:56]=[C:43]([N:20]([C:14]3[CH:19]=[CH:18][CH:17]=[CH:16][CH:15]=3)[C:21]3[CH:41]=[CH:40][C:24]4[O:25][C:26]5[C:32]([N:33]([C:57]6[C:58]7[C:61]([C:13]8[CH:11]=[CH:10][CH:12]=[CH:12][C:10]=8[CH:11]=6)=[CH:12][CH:10]=[CH:11][CH:59]=7)[C:34]6[CH:35]=[CH:36][CH:37]=[CH:38][CH:39]=6)=[CH:31][CH:30]=[CH:29][C:27]=5[O:28][C:23]=4[CH:22]=3)[C:44]3[C:49](=[CH:48][CH:47]=[CH:46][CH:45]=3)[C:50]=2[CH:51]=[CH:52][CH:53]=1. The catalyst is C1(C)C(C)=CC=CC=1.C([O-])(=O)C.[Pd+2].C([O-])(=O)C.O. The yield is 0.487. The reactants are [C:10](P([C:10]([CH3:13])([CH3:12])[CH3:11])[C:10]([CH3:13])([CH3:12])[CH3:11])([CH3:13])([CH3:12])[CH3:11].[C:14]1([NH:20][C:21]2[CH:41]=[CH:40][C:24]3[O:25][C:26]4[C:32]([NH:33][C:34]5[CH:39]=[CH:38][CH:37]=[CH:36][CH:35]=5)=[CH:31][CH:30]=[CH:29][C:27]=4[O:28][C:23]=3[CH:22]=2)[CH:19]=[CH:18][CH:17]=[CH:16][CH:15]=1.Br[C:43]1[C:44]2[C:49]([C:50]3[CH:51]=[CH:52][CH:53]=[CH:54][C:55]=3[CH:56]=1)=[CH:48][CH:47]=[CH:46][CH:45]=2.[CH3:57][C:58]([CH3:61])([O-])[CH3:59].[Na+]. (2) The reactants are [I-].[CH:2]1([CH2:8][N+:9]2([CH2:15][CH3:16])[CH2:14][CH2:13][CH2:12][CH2:11][CH2:10]2)[CH2:7][CH2:6][CH2:5][CH2:4][CH2:3]1.[OH2:17].[OH-]. No catalyst specified. The product is [OH-:17].[CH:2]1([CH2:8][N+:9]2([CH2:15][CH3:16])[CH2:14][CH2:13][CH2:12][CH2:11][CH2:10]2)[CH2:7][CH2:6][CH2:5][CH2:4][CH2:3]1. The yield is 1.00. (3) The reactants are [O:1]1[CH2:6][CH2:5][CH2:4][CH2:3][CH:2]1[O:7][CH2:8][CH2:9][C:10]([O:12]CC1C=CC=CC=1)=O.[CH3:20][CH2:21][Mg+].[Br-]. The catalyst is C1COCC1. The product is [O:1]1[CH2:6][CH2:5][CH2:4][CH2:3][CH:2]1[O:7][CH2:8][CH2:9][C:10]1([OH:12])[CH2:21][CH2:20]1. The yield is 0.650. (4) The reactants are [NH2:1][C:2]1[C:3]([C:9]([O:11]C)=O)=[N:4][C:5]([Br:8])=[CH:6][N:7]=1.O.[NH2:14][NH2:15].O. The catalyst is CCO. The product is [NH2:1][C:2]1[C:3]([C:9]([NH:14][NH2:15])=[O:11])=[N:4][C:5]([Br:8])=[CH:6][N:7]=1. The yield is 0.960.